Dataset: Reaction yield outcomes from USPTO patents with 853,638 reactions. Task: Predict the reaction yield, written as a fraction of the theoretical maximum amount of product (1.0 means a 100% yield; for example, 0.34 means a 34% yield). (1) The reactants are [N+:1]([C:4]1[CH:18]=[CH:17][CH:16]=[CH:15][C:5]=1/[CH:6]=[CH:7]/[C:8]1[C:9]([NH2:14])=[N:10][CH:11]=[N:12][CH:13]=1)([O-])=O. The catalyst is CN(C=O)C.CO.[Pd]. The product is [NH2:1][C:4]1[CH:18]=[CH:17][CH:16]=[CH:15][C:5]=1[CH2:6][CH2:7][C:8]1[C:9]([NH2:14])=[N:10][CH:11]=[N:12][CH:13]=1. The yield is 0.740. (2) The catalyst is ClCCCl. The reactants are [CH2:1]([CH:3]1[CH2:7][C:6](=O)[CH2:5][CH:4]1[C:9]([O:11][CH2:12][CH3:13])=[O:10])[CH3:2].CC(O)=O.[CH2:18]([NH:25][CH2:26][C:27]1[CH:32]=[CH:31][CH:30]=[CH:29][CH:28]=1)[C:19]1[CH:24]=[CH:23][CH:22]=[CH:21][CH:20]=1.C(O[BH-](OC(=O)C)OC(=O)C)(=O)C.[Na+].C([O-])(O)=O.[Na+]. The product is [CH2:26]([N:25]([CH2:18][C:19]1[CH:24]=[CH:23][CH:22]=[CH:21][CH:20]=1)[CH:6]1[CH2:5][CH:4]([C:9]([O:11][CH2:12][CH3:13])=[O:10])[CH:3]([CH2:1][CH3:2])[CH2:7]1)[C:27]1[CH:32]=[CH:31][CH:30]=[CH:29][CH:28]=1. The yield is 0.720. (3) The reactants are [C:1]([C:3]1[CH:4]=[C:5]2[C:9](=[CH:10][CH:11]=1)[NH:8][C:7]([C:12](=O)[C:13]([O:15]C)=O)=[CH:6]2)#[N:2].Br.Br.[NH2:20][C:21]1[C:25]([NH2:26])=[CH:24][S:23][CH:22]=1. The catalyst is C(O)C. The product is [O:15]=[C:13]1[C:12]([C:7]2[NH:8][C:9]3[C:5]([CH:6]=2)=[CH:4][C:3]([C:1]#[N:2])=[CH:11][CH:10]=3)=[N:20][C:21]2=[CH:22][S:23][CH:24]=[C:25]2[NH:26]1. The yield is 0.690. (4) The reactants are Br[C:2]1[C:6]([CH3:8])([CH3:7])[O:5]/[C:4](=[C:9]2/[C:10](=[O:19])[NH:11][C:12]3[C:17]/2=[CH:16][C:15]([F:18])=[CH:14][CH:13]=3)/[CH:3]=1.[CH:20]([C:22]1[CH:27]=[CH:26][C:25](B(O)O)=[CH:24][CH:23]=1)=[O:21].C(=O)([O-])[O-].[K+].[K+].C(OCC)(=O)C. The catalyst is C1COCC1.O. The product is [F:18][C:15]1[CH:16]=[C:17]2[C:12](=[CH:13][CH:14]=1)[NH:11][C:10](=[O:19])/[C:9]/2=[C:4]1\[CH:3]=[C:2]([C:25]2[CH:26]=[CH:27][C:22]([CH:20]=[O:21])=[CH:23][CH:24]=2)[C:6]([CH3:8])([CH3:7])[O:5]\1. The yield is 0.515. (5) The reactants are [CH3:1][O:2][CH2:3][CH2:4][CH:5]([CH2:13][CH2:14][O:15][CH3:16])[CH:6]=[CH:7][C:8]([O:10][CH2:11][CH3:12])=[O:9].CC1C=CC(S([CH2:27][N+:28]#[C-:29])(=O)=O)=CC=1.[H-].[Na+].C(Cl)Cl. The catalyst is CS(C)=O.CCOCC.CCOCC.[Cl-].[Na+].O. The product is [CH2:11]([O:10][C:8]([C:7]1[C:6]([CH:5]([CH2:13][CH2:14][O:15][CH3:16])[CH2:4][CH2:3][O:2][CH3:1])=[CH:29][NH:28][CH:27]=1)=[O:9])[CH3:12]. The yield is 0.740. (6) The reactants are [Br:1][C:2]1[CH:3]=[CH:4][C:5]([NH:8][C:9]([C:11]2[C:16]([NH:17][C:18]([C:20]3[CH:25]=[CH:24][C:23]([C:26]#[N:27])=[CH:22][CH:21]=3)=[O:19])=[C:15]([O:28][CH3:29])[C:14]([O:30][CH3:31])=[C:13]([O:32][CH3:33])[CH:12]=2)=[O:10])=[N:6][CH:7]=1.Cl.[CH3:35][NH:36][CH2:37][CH2:38]N. The catalyst is CO.C(OCC)(=O)C. The product is [Br:1][C:2]1[CH:3]=[CH:4][C:5]([NH:8][C:9]([C:11]2[C:16]([NH:17][C:18]([C:20]3[CH:25]=[CH:24][C:23]([C:26]4[N:36]([CH3:35])[CH2:37][CH2:38][N:27]=4)=[CH:22][CH:21]=3)=[O:19])=[C:15]([O:28][CH3:29])[C:14]([O:30][CH3:31])=[C:13]([O:32][CH3:33])[CH:12]=2)=[O:10])=[N:6][CH:7]=1. The yield is 0.320. (7) The reactants are [NH2:1]OS(O)(=O)=O.[OH-].[K+].[NH2:9][C:10]1[CH:15]=[CH:14][CH:13]=[CH:12][N:11]=1.C(=O)([O-])[O-].[K+].[K+].[IH:22]. The catalyst is O. The product is [IH:22].[NH:9]=[C:10]1[CH:15]=[CH:14][CH:13]=[CH:12][N:11]1[NH2:1]. The yield is 0.227. (8) The reactants are C1(S(C2(SC)[CH2:15][C@@H:14]3[C@@:12]([C:16]4[C:25]5[C:20](=[CH:21][CH:22]=[CH:23][CH:24]=5)[CH:19]=[CH:18][CH:17]=4)([CH2:13]3)[CH2:11]2)(=O)=O)C=CC=CC=1.[CH3:28][OH:29].Cl. The catalyst is C(OCC)(=O)C.CCCCCC. The product is [C:16]1([C@@:12]23[CH2:13][C@@H:14]2[CH2:15][C:28](=[O:29])[CH2:11]3)[C:25]2[C:20](=[CH:21][CH:22]=[CH:23][CH:24]=2)[CH:19]=[CH:18][CH:17]=1. The yield is 0.990.